This data is from Reaction yield outcomes from USPTO patents with 853,638 reactions. The task is: Predict the reaction yield, written as a fraction of the theoretical maximum amount of product (1.0 means a 100% yield; for example, 0.34 means a 34% yield). The reactants are [CH3:1][C:2]1([CH3:13])[CH2:12][C:5]2[S:6][C:7]([C:9]([OH:11])=O)=[CH:8][C:4]=2[CH2:3]1.[CH:14]([Mg]Br)=[CH2:15].[ClH:18].CCOCC. The catalyst is C1COCC1. The product is [Cl:18][CH2:14][CH2:15][C:9]([C:7]1[S:6][C:5]2[CH2:12][C:2]([CH3:1])([CH3:13])[CH2:3][C:4]=2[CH:8]=1)=[O:11]. The yield is 1.18.